The task is: Regression. Given a peptide amino acid sequence and an MHC pseudo amino acid sequence, predict their binding affinity value. This is MHC class II binding data.. This data is from Peptide-MHC class II binding affinity with 134,281 pairs from IEDB. (1) The MHC is DRB1_0101 with pseudo-sequence DRB1_0101. The peptide sequence is EYERLLSMLNKVKSL. The binding affinity (normalized) is 0.536. (2) The peptide sequence is EKKYFAAIQFEPLAA. The binding affinity (normalized) is 0.862. The MHC is DRB1_0101 with pseudo-sequence DRB1_0101.